From a dataset of Reaction yield outcomes from USPTO patents with 853,638 reactions. Predict the reaction yield, written as a fraction of the theoretical maximum amount of product (1.0 means a 100% yield; for example, 0.34 means a 34% yield). The reactants are [C:1]([O:5][C:6]([N:8]1[CH2:12][CH2:11][CH2:10][CH:9]1[C:13]1[NH:14][C:15](Br)=[CH:16][N:17]=1)=[O:7])([CH3:4])([CH3:3])[CH3:2].[Cl:19][C:20]1[CH:25]=[CH:24][C:23](B(O)O)=[C:22]([CH:29]=[O:30])[CH:21]=1. The catalyst is C1C=CC([P]([Pd]([P](C2C=CC=CC=2)(C2C=CC=CC=2)C2C=CC=CC=2)([P](C2C=CC=CC=2)(C2C=CC=CC=2)C2C=CC=CC=2)[P](C2C=CC=CC=2)(C2C=CC=CC=2)C2C=CC=CC=2)(C2C=CC=CC=2)C2C=CC=CC=2)=CC=1.COCCOC. The product is [C:1]([O:5][C:6]([N:8]1[CH2:12][CH2:11][CH2:10][CH:9]1[C:13]1[NH:14][C:15]([C:23]2[CH:24]=[CH:25][C:20]([Cl:19])=[CH:21][C:22]=2[CH:29]=[O:30])=[CH:16][N:17]=1)=[O:7])([CH3:4])([CH3:3])[CH3:2]. The yield is 0.780.